From a dataset of Full USPTO retrosynthesis dataset with 1.9M reactions from patents (1976-2016). Predict the reactants needed to synthesize the given product. The reactants are: [O:1]=[C:2]1[C:10]2[C:5](=[CH:6][CH:7]=[C:8]([O:11][CH2:12][CH2:13][N:14]3[CH2:19][CH2:18][N:17](C(OC(C)(C)C)=O)[CH2:16][CH2:15]3)[CH:9]=2)[C:4]([C:27]2[CH:32]=[CH:31][CH:30]=[CH:29][CH:28]=2)=[C:3]1[C:33]1[CH:34]=[N:35][CH:36]=[CH:37][CH:38]=1.C(O)(C(F)(F)F)=O.[OH-].[Na+]. Given the product [N:14]1([CH2:13][CH2:12][O:11][C:8]2[CH:9]=[C:10]3[C:5]([C:4]([C:27]4[CH:28]=[CH:29][CH:30]=[CH:31][CH:32]=4)=[C:3]([C:33]4[CH:34]=[N:35][CH:36]=[CH:37][CH:38]=4)[C:2]3=[O:1])=[CH:6][CH:7]=2)[CH2:15][CH2:16][NH:17][CH2:18][CH2:19]1, predict the reactants needed to synthesize it.